From a dataset of Catalyst prediction with 721,799 reactions and 888 catalyst types from USPTO. Predict which catalyst facilitates the given reaction. (1) Reactant: [C:1]([O:5][C:6]([NH:8][CH2:9][C@H:10]1[CH2:15][CH2:14][C@H:13]([CH:16]=O)[CH2:12][CH2:11]1)=[O:7])([CH3:4])([CH3:3])[CH3:2].FC(F)(F)C(O)=O.[Cl:25][C:26]1[CH:27]=[C:28]2[C:33](=[CH:34][CH:35]=1)[CH:32]=[C:31]([S:36]([N:39]1[CH2:44][CH2:43][NH:42][CH2:41][CH2:40]1)(=[O:38])=[O:37])[CH:30]=[CH:29]2.C(O[BH-](OC(=O)C)OC(=O)C)(=O)C.[Na+].C(=O)(O)[O-].[Na+]. Product: [C:1]([O:5][C:6]([NH:8][CH2:9][C@H:10]1[CH2:15][CH2:14][C@H:13]([CH2:16][N:42]2[CH2:41][CH2:40][N:39]([S:36]([C:31]3[CH:30]=[CH:29][C:28]4[C:33](=[CH:34][CH:35]=[C:26]([Cl:25])[CH:27]=4)[CH:32]=3)(=[O:38])=[O:37])[CH2:44][CH2:43]2)[CH2:12][CH2:11]1)=[O:7])([CH3:4])([CH3:3])[CH3:2]. The catalyst class is: 236. (2) Reactant: Br[C:2]1[C:3]([O:8][C:9]2[CH:14]=[CH:13][CH:12]=[C:11]([Cl:15])[CH:10]=2)=[N:4][CH:5]=[CH:6][CH:7]=1.C([Li])CCC.[CH3:21][O:22][C:23]1[C:28]2[N:29]=[C:30]([CH2:32][O:33][CH3:34])[NH:31][C:27]=2[C:26]([C:35](ON2C3C=CC=CC=3N=N2)=[O:36])=[CH:25][CH:24]=1.[Cl-].[NH4+]. Product: [Cl:15][C:11]1[CH:10]=[C:9]([CH:14]=[CH:13][CH:12]=1)[O:8][C:3]1[C:2]([C:35]([C:26]2[C:27]3[N:31]=[C:30]([CH2:32][O:33][CH3:34])[NH:29][C:28]=3[C:23]([O:22][CH3:21])=[CH:24][CH:25]=2)=[O:36])=[CH:7][CH:6]=[CH:5][N:4]=1. The catalyst class is: 188. (3) Reactant: Br[C:2]1[CH:3]=[N:4][CH:5]=[C:6]([Br:8])[CH:7]=1.[O-:9][CH2:10][CH3:11].[Na+].CN(C)C=O.O. Product: [Br:8][C:6]1[CH:5]=[N:4][CH:3]=[C:2]([O:9][CH2:10][CH3:11])[CH:7]=1. The catalyst class is: 27. (4) Reactant: [F:1][C:2]([F:7])([F:6])[C:3]([OH:5])=[O:4].FC(F)(F)C(O)=O.[CH3:15][O:16][C:17]1[CH:18]=[CH:19][C:20]([CH2:35][N:36]2[CH2:41]CN[CH2:38][CH2:37]2)=[C:21]2[C:25]=1[N:24]([S:26]([C:29]1[CH:34]=[CH:33][CH:32]=[CH:31][CH:30]=1)(=[O:28])=[O:27])[CH:23]=[CH:22]2.Cl.N1CCC1.C([O-])(=O)C.[Na+].C(O[BH-](OC(=O)C)OC(=O)C)(=O)C.[Na+]. Product: [F:1][C:2]([F:7])([F:6])[C:3]([OH:5])=[O:4].[N:36]1([CH2:35][C:20]2[CH:19]=[CH:18][C:17]([O:16][CH3:15])=[C:25]3[C:21]=2[CH:22]=[CH:23][N:24]3[S:26]([C:29]2[CH:30]=[CH:31][CH:32]=[CH:33][CH:34]=2)(=[O:28])=[O:27])[CH2:41][CH2:38][CH2:37]1. The catalyst class is: 26. (5) Reactant: C([O-])(=O)C.[K+].[NH2:6][C:7]1[C:12]2[N:13]=[C:14]([CH2:26][CH2:27][CH3:28])[N:15]([CH2:16][CH2:17][O:18][CH2:19][CH2:20][NH:21][S:22]([CH3:25])(=[O:24])=[O:23])[C:11]=2[CH:10]=[CH:9][N:8]=1.[Br:29]Br. Product: [NH2:6][C:7]1[C:12]2[N:13]=[C:14]([CH2:26][CH2:27][CH3:28])[N:15]([CH2:16][CH2:17][O:18][CH2:19][CH2:20][NH:21][S:22]([CH3:25])(=[O:24])=[O:23])[C:11]=2[C:10]([Br:29])=[CH:9][N:8]=1. The catalyst class is: 15.